This data is from Full USPTO retrosynthesis dataset with 1.9M reactions from patents (1976-2016). The task is: Predict the reactants needed to synthesize the given product. (1) The reactants are: C([O:3][C:4]([C:6]1[C@H:10]2[CH2:11][O:12][CH2:13][C@H:9]2[O:8][N:7]=1)=O)C.[BH4-].[Na+].Cl.C(=O)([O-])[O-].[Na+].[Na+]. Given the product [O:8]1[C@@H:9]2[CH2:13][O:12][CH2:11][C@@H:10]2[C:6]([CH2:4][OH:3])=[N:7]1, predict the reactants needed to synthesize it. (2) Given the product [CH:12]([NH:9][C:8]1[CH:7]=[CH:6][CH:5]=[CH:4][C:3]=1[O:2][CH3:1])=[O:13], predict the reactants needed to synthesize it. The reactants are: [CH3:1][O:2][C:3]1[CH:4]=[CH:5][CH:6]=[CH:7][C:8]=1[N+:9]([O-])=O.[CH3:12][O:13]C1C(N)=CC=CC=1. (3) Given the product [NH2:6][CH2:5][C:4]1[CH:3]=[C:2]([CH:9]=[C:8]([C:10]([F:11])([F:12])[F:13])[CH:7]=1)[C:16]#[N:15], predict the reactants needed to synthesize it. The reactants are: Br[C:2]1[C:3](C)=[C:4]([CH:7]=[C:8]([C:10]([F:13])([F:12])[F:11])[CH:9]=1)[C:5]#[N:6].[NH3:15].[CH3:16]O.